This data is from Full USPTO retrosynthesis dataset with 1.9M reactions from patents (1976-2016). The task is: Predict the reactants needed to synthesize the given product. (1) Given the product [BrH:11].[CH3:1][O:2][CH2:3][CH2:4][N:5]1[CH2:6][CH2:7][N:8]=[C:10]1[NH2:9], predict the reactants needed to synthesize it. The reactants are: [CH3:1][O:2][CH2:3][CH2:4][NH:5][CH2:6][CH2:7][NH2:8].[N:9]#[C:10][Br:11]. (2) Given the product [Cl:16][C:13]1[CH:14]=[CH:15][C:6]([O:5][CH2:4][C:3]([OH:34])=[O:2])=[C:7]2[C:12]=1[N:11]=[C:10]([CH2:17][CH3:18])[C:9]([CH2:19][C:20]1[CH:21]=[CH:22][C:23]([S:26]([CH3:29])(=[O:27])=[O:28])=[CH:24][CH:25]=1)=[C:8]2[O:30][CH:31]([F:32])[F:33], predict the reactants needed to synthesize it. The reactants are: C[O:2][C:3](=[O:34])[CH2:4][O:5][C:6]1[CH:15]=[CH:14][C:13]([Cl:16])=[C:12]2[C:7]=1[C:8]([O:30][CH:31]([F:33])[F:32])=[C:9]([CH2:19][C:20]1[CH:25]=[CH:24][C:23]([S:26]([CH3:29])(=[O:28])=[O:27])=[CH:22][CH:21]=1)[C:10]([CH2:17][CH3:18])=[N:11]2.CO.O.[OH-].[Li+]. (3) Given the product [OH:9][CH2:8][C:7]1[CH:6]=[C:5]([CH:4]=[C:3]([O:2][CH3:1])[CH:12]=1)[C:13]([O:15][CH3:16])=[O:14], predict the reactants needed to synthesize it. The reactants are: [CH3:1][O:2][C:3]1[CH:4]=[C:5]([C:13]([O:15][CH3:16])=[O:14])[CH:6]=[C:7]([CH:12]=1)[C:8](OC)=[O:9].CC(C[AlH]CC(C)C)C. (4) The reactants are: [C:1]([C:5]1[CH:42]=[CH:41][C:8]([CH2:9][O:10][C:11]2[CH:12]=[CH:13][CH:14]=[C:15]3[C:20]=2[CH2:19][CH:18]([N:21]([CH2:30][C:31]2[CH:40]=[CH:39][C:34]([C:35]([O:37]C)=[O:36])=[CH:33][CH:32]=2)[CH2:22][CH2:23][CH2:24][CH2:25][C:26]([O:28]C)=[O:27])[CH2:17][CH2:16]3)=[CH:7][CH:6]=1)([CH3:4])([CH3:3])[CH3:2].[OH-].[Na+].Cl. Given the product [C:1]([C:5]1[CH:6]=[CH:7][C:8]([CH2:9][O:10][C:11]2[CH:12]=[CH:13][CH:14]=[C:15]3[C:20]=2[CH2:19][CH:18]([N:21]([CH2:30][C:31]2[CH:32]=[CH:33][C:34]([C:35]([OH:37])=[O:36])=[CH:39][CH:40]=2)[CH2:22][CH2:23][CH2:24][CH2:25][C:26]([OH:28])=[O:27])[CH2:17][CH2:16]3)=[CH:41][CH:42]=1)([CH3:4])([CH3:2])[CH3:3], predict the reactants needed to synthesize it. (5) The reactants are: [ClH:1].Cl.[NH2:3][CH:4]1[CH2:9][CH2:8][N:7]([CH2:10][C@H:11]2[N:22]3[C:23]4[N:14]([C:15](=[O:25])[CH:16]=[N:17][C:18]=4[CH:19]=[CH:20][C:21]3=[O:24])[CH2:13][CH2:12]2)[CH2:6][CH2:5]1.[CH:26]([C:28]1[CH:29]=[C:30]([C:38]#[N:39])[C:31]2[O:36][CH2:35][CH2:34][O:33][C:32]=2[CH:37]=1)=O.C(O)(=O)C.C([O-])(=O)C.[Na+]. Given the product [ClH:1].[ClH:1].[O:25]=[C:15]1[N:14]2[C:23]3[N:22]([C@H:11]([CH2:10][N:7]4[CH2:8][CH2:9][CH:4]([NH:3][CH2:26][C:28]5[CH:29]=[C:30]([C:38]#[N:39])[C:31]6[O:36][CH2:35][CH2:34][O:33][C:32]=6[CH:37]=5)[CH2:5][CH2:6]4)[CH2:12][CH2:13]2)[C:21](=[O:24])[CH:20]=[CH:19][C:18]=3[N:17]=[CH:16]1, predict the reactants needed to synthesize it. (6) Given the product [C:25]([O:24][C:22]([N:7]([CH2:6][C:5]1[CH:4]=[CH:3][C:2]([F:1])=[CH:14][CH:13]=1)[CH2:8][C:9]([O:11][CH3:12])=[O:10])=[O:23])([CH3:28])([CH3:27])[CH3:26], predict the reactants needed to synthesize it. The reactants are: [F:1][C:2]1[CH:14]=[CH:13][C:5]([CH2:6][NH:7][CH2:8][C:9]([O:11][CH3:12])=[O:10])=[CH:4][CH:3]=1.C(N(CC)CC)C.[C:22](O[C:22]([O:24][C:25]([CH3:28])([CH3:27])[CH3:26])=[O:23])([O:24][C:25]([CH3:28])([CH3:27])[CH3:26])=[O:23].C1COCC1. (7) Given the product [CH:1]1([C:7](=[O:19])[CH:8]([C:9]2[CH:14]=[CH:13][C:12]([F:15])=[C:11]([N+:16]([O-:18])=[O:17])[CH:10]=2)[CH3:22])[CH2:6][CH2:5][CH2:4][CH2:3][CH2:2]1, predict the reactants needed to synthesize it. The reactants are: [CH:1]1([C:7](=[O:19])[CH2:8][C:9]2[CH:14]=[CH:13][C:12]([F:15])=[C:11]([N+:16]([O-:18])=[O:17])[CH:10]=2)[CH2:6][CH2:5][CH2:4][CH2:3][CH2:2]1.[H-].[Na+].[CH3:22]I.O. (8) The reactants are: [N:1]1[CH:6]=[CH:5][CH:4]=[C:3]([C:7]([C:9]2[CH:10]=[N:11][CH:12]=[CH:13][CH:14]=2)=O)[CH:2]=1.[Cl:15][C:16]1[CH:21]=[CH:20][C:19]([NH2:22])=[CH:18][N:17]=1.[BH4-].[Na+].C([O-])([O-])=O.[Na+].[Na+]. Given the product [Cl:15][C:16]1[N:17]=[CH:18][C:19]([NH:22][CH:7]([C:9]2[CH:10]=[N:11][CH:12]=[CH:13][CH:14]=2)[C:3]2[CH:2]=[N:1][CH:6]=[CH:5][CH:4]=2)=[CH:20][CH:21]=1, predict the reactants needed to synthesize it. (9) Given the product [F:1][C:2]1([F:26])[CH2:7][CH2:6][C:5]([CH2:9][NH:10][C:11]([C:13]2[C:14]3[CH:15]=[CH:16][C:17]([N:39]4[CH2:40][CH2:41][C@@H:37]([F:36])[CH2:38]4)=[N:18][C:19]=3[CH:20]=[CH:21][C:22]=2[Cl:23])=[O:12])([OH:8])[CH2:4][CH:3]1[CH3:25], predict the reactants needed to synthesize it. The reactants are: [F:1][C:2]1([F:26])[CH2:7][CH2:6][C:5]([CH2:9][NH:10][C:11]([C:13]2[C:14]3[CH:15]=[CH:16][C:17](Cl)=[N:18][C:19]=3[CH:20]=[CH:21][C:22]=2[Cl:23])=[O:12])([OH:8])[CH2:4][CH:3]1[CH3:25].CCN(C(C)C)C(C)C.[F:36][C@@H:37]1[CH2:41][CH2:40][NH:39][CH2:38]1. (10) The reactants are: [Cl:1][C:2]1[CH:31]=[C:30]([Cl:32])[CH:29]=[CH:28][C:3]=1[O:4][C:5]1[CH:10]=[CH:9][CH:8]=[CH:7][C:6]=1[NH:11][S:12]([C:15]1[CH:27]=[CH:26][C:18]([C:19]([NH:21][CH2:22][C:23](O)=[O:24])=[O:20])=[CH:17][CH:16]=1)(=[O:14])=[O:13].Cl.[CH3:34][O:35][C:36](=[O:43])[C@H:37]([CH2:39][C:40](=[O:42])[NH2:41])[NH2:38]. Given the product [CH3:34][O:35][C:36](=[O:43])[C@@H:37]([NH:38][C:23](=[O:24])[CH2:22][NH:21][C:19](=[O:20])[C:18]1[CH:26]=[CH:27][C:15]([S:12](=[O:14])(=[O:13])[NH:11][C:6]2[CH:7]=[CH:8][CH:9]=[CH:10][C:5]=2[O:4][C:3]2[CH:28]=[CH:29][C:30]([Cl:32])=[CH:31][C:2]=2[Cl:1])=[CH:16][CH:17]=1)[CH2:39][C:40]([NH2:41])=[O:42], predict the reactants needed to synthesize it.